This data is from Forward reaction prediction with 1.9M reactions from USPTO patents (1976-2016). The task is: Predict the product of the given reaction. (1) Given the reactants [NH2:1][C:2]1[CH:7]=[CH:6][CH:5]=[CH:4][CH:3]=1.Br[C:9]1[CH:14]=[CH:13][CH:12]=[CH:11][N:10]=1.CC([O-])(C)C.[Na+].C(Cl)Cl, predict the reaction product. The product is: [C:2]1([NH:1][C:9]2[CH:14]=[CH:13][CH:12]=[CH:11][N:10]=2)[CH:7]=[CH:6][CH:5]=[CH:4][CH:3]=1. (2) Given the reactants [CH3:1][O:2][C:3]([C:5]1[C:10]([NH:11][C:12]2[CH:17]=[CH:16][C:15]([Si](C)(C)C)=[CH:14][C:13]=2[F:22])=[N:9][C:8]([CH2:23][NH:24][CH:25]=[O:26])=[CH:7][N:6]=1)=[O:4].C1C(=O)N([Br:34])C(=O)C1, predict the reaction product. The product is: [CH3:1][O:2][C:3]([C:5]1[C:10]([NH:11][C:12]2[CH:17]=[CH:16][C:15]([Br:34])=[CH:14][C:13]=2[F:22])=[N:9][C:8]([CH2:23][NH:24][CH:25]=[O:26])=[CH:7][N:6]=1)=[O:4]. (3) Given the reactants [F:1][C:2]1[C:7]([F:8])=[CH:6][CH:5]=[CH:4][C:3]=1[C:9]1[N:17]=[C:12]2[CH:13]=[N:14][NH:15][CH:16]=[C:11]2[N:10]=1.Cl[CH2:19][C:20]1[O:24][N:23]=[C:22]([C:25]2[CH:30]=[CH:29][C:28]([CH2:31][CH2:32][CH2:33][CH2:34][CH3:35])=[CH:27][CH:26]=2)[CH:21]=1, predict the reaction product. The product is: [F:1][C:2]1[C:7]([F:8])=[CH:6][CH:5]=[CH:4][C:3]=1[C:9]1[N:17]=[C:12]2[CH:13]=[N:14][N:15]([CH2:19][C:20]3[O:24][N:23]=[C:22]([C:25]4[CH:30]=[CH:29][C:28]([CH2:31][CH2:32][CH2:33][CH2:34][CH3:35])=[CH:27][CH:26]=4)[CH:21]=3)[CH:16]=[C:11]2[N:10]=1. (4) Given the reactants [Cl:1][C:2]1[CH:3]=[C:4]([O:10]C)[CH:5]=[C:6]([CH:9]=1)[C:7]#[N:8].[Li+].[I-], predict the reaction product. The product is: [Cl:1][C:2]1[CH:9]=[C:6]([CH:5]=[C:4]([OH:10])[CH:3]=1)[C:7]#[N:8]. (5) Given the reactants [Br:1][C:2]1[C:11]2[C:6](=[CH:7][C:8]([S:12](Cl)(=[O:14])=[O:13])=[CH:9][CH:10]=2)[C:5](=[O:16])[N:4]([CH3:17])[CH:3]=1.[CH3:18][O:19][C:20]1[CH:32]=[CH:31][C:23]([CH2:24][NH:25][C:26]2[CH:30]=[CH:29][O:28][N:27]=2)=[CH:22][CH:21]=1.[Li+].C[Si]([N-][Si](C)(C)C)(C)C, predict the reaction product. The product is: [Br:1][C:2]1[C:11]2[C:6](=[CH:7][C:8]([S:12]([N:25]([C:26]3[CH:30]=[CH:29][O:28][N:27]=3)[CH2:24][C:23]3[CH:22]=[CH:21][C:20]([O:19][CH3:18])=[CH:32][CH:31]=3)(=[O:14])=[O:13])=[CH:9][CH:10]=2)[C:5](=[O:16])[N:4]([CH3:17])[CH:3]=1.